From a dataset of NCI-60 drug combinations with 297,098 pairs across 59 cell lines. Regression. Given two drug SMILES strings and cell line genomic features, predict the synergy score measuring deviation from expected non-interaction effect. (1) Drug 1: CC1=C(C(=CC=C1)Cl)NC(=O)C2=CN=C(S2)NC3=CC(=NC(=N3)C)N4CCN(CC4)CCO. Drug 2: C1CCC(C(C1)N)N.C(=O)(C(=O)[O-])[O-].[Pt+4]. Cell line: COLO 205. Synergy scores: CSS=37.0, Synergy_ZIP=-1.34, Synergy_Bliss=2.02, Synergy_Loewe=4.74, Synergy_HSA=5.64. (2) Drug 1: C1CCN(CC1)CCOC2=CC=C(C=C2)C(=O)C3=C(SC4=C3C=CC(=C4)O)C5=CC=C(C=C5)O. Drug 2: CC1=C2C(C(=O)C3(C(CC4C(C3C(C(C2(C)C)(CC1OC(=O)C(C(C5=CC=CC=C5)NC(=O)C6=CC=CC=C6)O)O)OC(=O)C7=CC=CC=C7)(CO4)OC(=O)C)O)C)OC(=O)C. Cell line: NCI-H322M. Synergy scores: CSS=37.5, Synergy_ZIP=-1.86, Synergy_Bliss=0.288, Synergy_Loewe=-52.6, Synergy_HSA=-1.47. (3) Drug 1: CCN(CC)CCCC(C)NC1=C2C=C(C=CC2=NC3=C1C=CC(=C3)Cl)OC. Drug 2: CC(C)NC(=O)C1=CC=C(C=C1)CNNC.Cl. Cell line: SF-268. Synergy scores: CSS=5.21, Synergy_ZIP=-0.240, Synergy_Bliss=0.713, Synergy_Loewe=-3.02, Synergy_HSA=0.513. (4) Drug 1: CC1OCC2C(O1)C(C(C(O2)OC3C4COC(=O)C4C(C5=CC6=C(C=C35)OCO6)C7=CC(=C(C(=C7)OC)O)OC)O)O. Drug 2: C(CCl)NC(=O)N(CCCl)N=O. Cell line: NCI-H226. Synergy scores: CSS=14.0, Synergy_ZIP=-5.85, Synergy_Bliss=-0.306, Synergy_Loewe=-4.32, Synergy_HSA=0.0386. (5) Drug 1: C1C(C(OC1N2C=NC3=C(N=C(N=C32)Cl)N)CO)O. Drug 2: CC1=C(C=C(C=C1)C(=O)NC2=CC(=CC(=C2)C(F)(F)F)N3C=C(N=C3)C)NC4=NC=CC(=N4)C5=CN=CC=C5. Cell line: MALME-3M. Synergy scores: CSS=18.8, Synergy_ZIP=-6.48, Synergy_Bliss=0.729, Synergy_Loewe=-14.8, Synergy_HSA=-1.43.